Task: Predict the reactants needed to synthesize the given product.. Dataset: Full USPTO retrosynthesis dataset with 1.9M reactions from patents (1976-2016) (1) Given the product [OH:1][C:2]1[CH:9]=[CH:8][C:5](/[CH:6]=[CH:13]/[C:14]([OH:16])=[O:15])=[C:4]([O:10][CH3:11])[CH:3]=1, predict the reactants needed to synthesize it. The reactants are: [OH:1][C:2]1[CH:9]=[CH:8][C:5]([CH:6]=O)=[C:4]([O:10][CH3:11])[CH:3]=1.C(O)(=O)[CH2:13][C:14]([OH:16])=[O:15].N1CCCCC1.Cl. (2) Given the product [C:14]([C:11]1[CH:12]=[CH:13][C:8]([C:5]2([O:4][CH:1]([CH3:2])[CH3:3])[CH2:6][CH2:7]2)=[C:9]([CH2:20][CH3:21])[CH:10]=1)#[CH:15], predict the reactants needed to synthesize it. The reactants are: [CH:1]([O:4][C:5]1([C:8]2[CH:13]=[CH:12][C:11]([C:14]#[C:15][Si](C)(C)C)=[CH:10][C:9]=2[CH2:20][CH3:21])[CH2:7][CH2:6]1)([CH3:3])[CH3:2].C(=O)([O-])[O-].[K+].[K+].